This data is from Reaction yield outcomes from USPTO patents with 853,638 reactions. The task is: Predict the reaction yield, written as a fraction of the theoretical maximum amount of product (1.0 means a 100% yield; for example, 0.34 means a 34% yield). (1) The reactants are C[C:2]1[CH:10]=[CH:9][C:5](C([O-])=O)=[C:4]([F:11])[C:3]=1Br.[NH:13]1[C:17](B(O)O)=[CH:16][CH:15]=[N:14]1.[C:21]([O-:24])(O)=[O:22].[Na+].[CH3:26]OCCOC. The catalyst is O. The product is [F:11][C:4]1[CH:3]=[CH:2][C:10]([C:17]2[NH:13][N:14]=[CH:15][CH:16]=2)=[C:9]([CH:5]=1)[C:21]([O:24][CH3:26])=[O:22]. The yield is 0.440. (2) The reactants are [Cl-].O[NH3+:3].[C:4](=[O:7])([O-])[OH:5].[Na+].CS(C)=O.[CH3:13][C:14]1[N:47]=[C:17]2[N:18]([CH2:41][C:42]3([CH3:46])[CH2:45][O:44][CH2:43]3)[C:19](=[O:40])[C:20]([CH2:25][C:26]3[CH:31]=[CH:30][C:29]([C:32]4[C:33]([C:38]#[N:39])=[CH:34][CH:35]=[CH:36][CH:37]=4)=[CH:28][CH:27]=3)=[C:21]([CH2:22][CH2:23][CH3:24])[N:16]2[N:15]=1. The catalyst is C(OCC)(=O)C. The product is [CH3:13][C:14]1[N:47]=[C:17]2[N:18]([CH2:41][C:42]3([CH3:46])[CH2:45][O:44][CH2:43]3)[C:19](=[O:40])[C:20]([CH2:25][C:26]3[CH:27]=[CH:28][C:29]([C:32]4[CH:37]=[CH:36][CH:35]=[CH:34][C:33]=4[C:38]4[NH:3][C:4](=[O:7])[O:5][N:39]=4)=[CH:30][CH:31]=3)=[C:21]([CH2:22][CH2:23][CH3:24])[N:16]2[N:15]=1. The yield is 0.230.